Task: Predict the reactants needed to synthesize the given product.. Dataset: Full USPTO retrosynthesis dataset with 1.9M reactions from patents (1976-2016) (1) Given the product [CH:32]([NH:29][C:30]([CH:8]1[C:9]2[C:14]([CH3:15])=[N:13][C:12]([N:16]([CH2:26][CH3:27])[C:17]3[C:18]([CH3:25])=[CH:19][C:20]([CH3:24])=[CH:21][C:22]=3[CH3:23])=[N:11][C:10]=2[N:6]([CH:3]([CH2:4][CH3:5])[CH2:1][CH3:2])[C:7]1=[O:28])=[O:31])([CH3:34])[CH3:33], predict the reactants needed to synthesize it. The reactants are: [CH2:1]([CH:3]([N:6]1[C:10]2[N:11]=[C:12]([N:16]([CH2:26][CH3:27])[C:17]3[C:22]([CH3:23])=[CH:21][C:20]([CH3:24])=[CH:19][C:18]=3[CH3:25])[N:13]=[C:14]([CH3:15])[C:9]=2[CH2:8][C:7]1=[O:28])[CH2:4][CH3:5])[CH3:2].[N:29]([CH:32]([CH3:34])[CH3:33])=[C:30]=[O:31].C[Si]([N-][Si](C)(C)C)(C)C.[Na+].O. (2) Given the product [C:1]([O:5][C:6](=[O:10])[C@@H:7]([NH:8][CH2:12][CH2:11][CH2:17][S:14]([OH:16])(=[O:15])=[O:13])[CH3:9])([CH3:4])([CH3:3])[CH3:2], predict the reactants needed to synthesize it. The reactants are: [C:1]([O:5][C:6](=[O:10])[C@H:7]([CH3:9])[NH2:8])([CH3:4])([CH3:3])[CH3:2].[CH2:11]1[CH2:17][S:14](=[O:16])(=[O:15])[O:13][CH2:12]1. (3) The reactants are: [C:1]([C:4]1[CH:5]=[CH:6][C:7]2[N:11]=[C:10]([CH3:12])[N:9]([CH2:13][C:14]3[CH:19]=[CH:18][CH:17]=[CH:16][C:15]=3[Cl:20])[C:8]=2[CH:21]=1)([OH:3])=O.[N+:22]([C:25]1[CH:30]=[CH:29][C:28]([S:31]([NH2:34])(=[O:33])=[O:32])=[CH:27][CH:26]=1)([O-:24])=[O:23].C1(C2CCCCCCCCCC=2)CCCCCCCCNN=1. Given the product [Cl:20][C:15]1[CH:16]=[CH:17][CH:18]=[CH:19][C:14]=1[CH2:13][N:9]1[C:8]2[CH:21]=[C:4]([C:1](=[O:3])[NH:34][S:31]([C:28]3[CH:27]=[CH:26][C:25]([N+:22]([O-:24])=[O:23])=[CH:30][CH:29]=3)(=[O:33])=[O:32])[CH:5]=[CH:6][C:7]=2[N:11]=[C:10]1[CH3:12], predict the reactants needed to synthesize it. (4) Given the product [F:24][C:20]1[CH:21]=[CH:22][CH:23]=[C:2]([F:1])[C:3]=1[CH2:4][O:5][C:6]1[C:7]2[N:8]([C:13]([C:17]([NH:58][CH:59]3[CH:66]4[CH:62]([N:63]([C:67]([O:69][C:70]([CH3:73])([CH3:72])[CH3:71])=[O:68])[CH2:64][CH2:65]4)[CH2:61][CH2:60]3)=[O:18])=[C:14]([CH3:16])[N:15]=2)[CH:9]=[C:10]([CH3:12])[CH:11]=1, predict the reactants needed to synthesize it. The reactants are: [F:1][C:2]1[CH:23]=[CH:22][CH:21]=[C:20]([F:24])[C:3]=1[CH2:4][O:5][C:6]1[C:7]2[N:8]([C:13]([C:17](O)=[O:18])=[C:14]([CH3:16])[N:15]=2)[CH:9]=[C:10]([CH3:12])[CH:11]=1.CN(C(ON1N=NC2C=CC=NC1=2)=[N+](C)C)C.F[P-](F)(F)(F)(F)F.C(N(CC)C(C)C)(C)C.[NH2:58][CH:59]1[CH:66]2[CH:62]([N:63]([C:67]([O:69][C:70]([CH3:73])([CH3:72])[CH3:71])=[O:68])[CH2:64][CH2:65]2)[CH2:61][CH2:60]1. (5) Given the product [CH:35]1[C:26]2[CH2:27][CH2:28][C:29]3[CH:34]=[CH:33][CH:32]=[CH:31][C:30]=3[C:24](=[CH:23][C:7]3[C:2]([CH3:1])=[C:3]([NH:17][S:18]([CH3:21])(=[O:19])=[O:20])[CH:4]=[CH:5][CH:6]=3)[C:25]=2[CH:38]=[CH:37][CH:36]=1, predict the reactants needed to synthesize it. The reactants are: [CH3:1][C:2]1[C:7](B2OC(C)(C)C(C)(C)O2)=[CH:6][CH:5]=[CH:4][C:3]=1[NH:17][S:18]([CH3:21])(=[O:20])=[O:19].Br[CH:23]=[C:24]1[C:30]2[CH:31]=[CH:32][CH:33]=[CH:34][C:29]=2[CH2:28][CH2:27][C:26]2[CH:35]=[CH:36][CH:37]=[CH:38][C:25]1=2.